This data is from Full USPTO retrosynthesis dataset with 1.9M reactions from patents (1976-2016). The task is: Predict the reactants needed to synthesize the given product. (1) Given the product [C:10]([O:13][C:14]([N:3]1[CH:4]([C:6]([OH:8])=[O:7])[CH2:5][S:1][CH2:2]1)=[O:15])([CH3:12])([CH3:11])[CH3:9], predict the reactants needed to synthesize it. The reactants are: [S:1]1[CH2:5][CH:4]([C:6]([OH:8])=[O:7])[NH:3][CH2:2]1.[CH3:9][C:10]([O:13][C:14](O[C:14]([O:13][C:10]([CH3:12])([CH3:11])[CH3:9])=[O:15])=[O:15])([CH3:12])[CH3:11].O. (2) The reactants are: [CH2:1]([C:3]1[C:4]([C:9]([O:11]CC)=[O:10])=[N:5][N:6]([CH3:8])[CH:7]=1)[CH3:2].[OH-].[Na+]. Given the product [CH2:1]([C:3]1[C:4]([C:9]([OH:11])=[O:10])=[N:5][N:6]([CH3:8])[CH:7]=1)[CH3:2], predict the reactants needed to synthesize it. (3) Given the product [C:21]([O:12][C:6]1[CH:5]=[C:4]([N:3]([CH2:1][CH3:2])[CH2:13][CH3:14])[CH:11]=[CH:10][C:7]=1[CH:8]=[O:9])(=[O:28])[C:22]1[CH:27]=[CH:26][CH:25]=[CH:24][CH:23]=1, predict the reactants needed to synthesize it. The reactants are: [CH2:1]([N:3]([CH2:13][CH3:14])[C:4]1[CH:11]=[CH:10][C:7]([CH:8]=[O:9])=[C:6]([OH:12])[CH:5]=1)[CH3:2].N1C=CC=CC=1.[C:21](Cl)(=[O:28])[C:22]1[CH:27]=[CH:26][CH:25]=[CH:24][CH:23]=1.